This data is from Peptide-MHC class I binding affinity with 185,985 pairs from IEDB/IMGT. The task is: Regression. Given a peptide amino acid sequence and an MHC pseudo amino acid sequence, predict their binding affinity value. This is MHC class I binding data. (1) The MHC is HLA-A31:01 with pseudo-sequence HLA-A31:01. The binding affinity (normalized) is 0. The peptide sequence is NTMCTEETK. (2) The peptide sequence is VICSFLVFLV. The MHC is HLA-A02:02 with pseudo-sequence HLA-A02:02. The binding affinity (normalized) is 0.443. (3) The peptide sequence is AKIALAVYK. The MHC is HLA-A25:01 with pseudo-sequence HLA-A25:01. The binding affinity (normalized) is 0.0847. (4) The peptide sequence is MPDTLFEGV. The MHC is HLA-A03:01 with pseudo-sequence HLA-A03:01. The binding affinity (normalized) is 0.0847. (5) The peptide sequence is KVYTMDGEY. The MHC is HLA-A03:01 with pseudo-sequence HLA-A03:01. The binding affinity (normalized) is 0.664. (6) The peptide sequence is TVDHMAII. The MHC is HLA-A68:02 with pseudo-sequence HLA-A68:02. The binding affinity (normalized) is 0.0213. (7) The peptide sequence is AETAGARL. The MHC is Mamu-A11 with pseudo-sequence Mamu-A11. The binding affinity (normalized) is 0.339. (8) The peptide sequence is GANYFLQISR. The MHC is HLA-A31:01 with pseudo-sequence HLA-A31:01. The binding affinity (normalized) is 0.668. (9) The peptide sequence is SSPPAYVQ. The MHC is Mamu-A02 with pseudo-sequence Mamu-A02. The binding affinity (normalized) is 0. (10) The peptide sequence is SVFALLPPQ. The MHC is HLA-A23:01 with pseudo-sequence HLA-A23:01. The binding affinity (normalized) is 0.0847.